Dataset: Reaction yield outcomes from USPTO patents with 853,638 reactions. Task: Predict the reaction yield, written as a fraction of the theoretical maximum amount of product (1.0 means a 100% yield; for example, 0.34 means a 34% yield). (1) The reactants are [Cl:1][C:2]1[N:11]=[C:10](Cl)[C:9]2[C:4](=[CH:5][CH:6]=[CH:7][C:8]=2[F:13])[N:3]=1.[Cl-].[C:15]([O:19][C:20](=[O:23])[CH2:21][Zn+])([CH3:18])([CH3:17])[CH3:16].C1(P(C2CCCCC2)C2C=CC=CC=2C2C(OC)=CC=CC=2OC)CCCCC1. The catalyst is C1COCC1.C([O-])(=O)C.[Pd+2].C([O-])(=O)C. The product is [Cl:1][C:2]1[N:11]=[C:10]([CH2:21][C:20]([O:19][C:15]([CH3:18])([CH3:17])[CH3:16])=[O:23])[C:9]2[C:4](=[CH:5][CH:6]=[CH:7][C:8]=2[F:13])[N:3]=1. The yield is 0.450. (2) The reactants are [N+:1]([C:4]1[CH:9]=[CH:8][C:7]([N:10]2[CH2:15][CH2:14][O:13][CH2:12][CH2:11]2)=[CH:6][CH:5]=1)([O-])=O. The catalyst is [Pd].[C].CO.C(OCC)(=O)C. The product is [N:10]1([C:7]2[CH:6]=[CH:5][C:4]([NH2:1])=[CH:9][CH:8]=2)[CH2:11][CH2:12][O:13][CH2:14][CH2:15]1. The yield is 1.00. (3) The reactants are [CH2:1]([N:8]1[CH2:13][CH2:12][CH:11]([N:14]([CH3:27])[C:15](=[O:26])[CH2:16][NH:17][C:18]2[C:23](Cl)=[CH:22][N:21]=[N:20][C:19]=2[Cl:25])[CH2:10][CH2:9]1)[C:2]1[CH:7]=[CH:6][CH:5]=[CH:4][CH:3]=1.[CH3:28][O-:29].[Na+]. The catalyst is CO. The product is [CH2:1]([N:8]1[CH2:13][CH2:12][CH:11]([N:14]([CH3:27])[C:15](=[O:26])[CH2:16][NH:17][C:18]2[C:23]([O:29][CH3:28])=[CH:22][N:21]=[N:20][C:19]=2[Cl:25])[CH2:10][CH2:9]1)[C:2]1[CH:7]=[CH:6][CH:5]=[CH:4][CH:3]=1. The yield is 0.300. (4) The reactants are [C:1]1([C:7](=[O:11])[C:8]([OH:10])=O)[CH:6]=[CH:5][CH:4]=[CH:3][CH:2]=1.CCN=C=NCCCN(C)C.[NH2:23][C:24]12[C:42](=[O:43])[C:41]3[C:36](=[C:37]([N+:44]([O-:46])=[O:45])[CH:38]=[CH:39][CH:40]=3)[C:25]1([OH:47])[O:26][C:27]1[CH:32]=[C:31]([CH:33]([CH3:35])[CH3:34])[CH:30]=[CH:29][C:28]=12. The catalyst is CN(C=O)C.C(Cl)Cl. The product is [OH:47][C:25]12[C:36]3[C:41](=[CH:40][CH:39]=[CH:38][C:37]=3[N+:44]([O-:46])=[O:45])[C:42](=[O:43])[C:24]1([NH:23][C:8](=[O:10])[C:7](=[O:11])[C:1]1[CH:2]=[CH:3][CH:4]=[CH:5][CH:6]=1)[C:28]1[CH:29]=[CH:30][C:31]([CH:33]([CH3:35])[CH3:34])=[CH:32][C:27]=1[O:26]2. The yield is 0.300. (5) The reactants are [CH3:1][O:2][C:3]1[CH:4]=[C:5]([C:11]2[O:12][C:13]3[C:18]([C:19](=[O:21])[CH:20]=2)=[C:17]([OH:22])[C:16]([I:23])=[C:15]([O:24][CH3:25])[CH:14]=3)[CH:6]=[CH:7][C:8]=1[O:9][CH3:10].[C:26](=O)([O-])[O-].[K+].[K+].COS(OC)(=O)=O. The catalyst is C1COCC1. The product is [CH3:1][O:2][C:3]1[CH:4]=[C:5]([C:11]2[O:12][C:13]3[C:18]([C:19](=[O:21])[CH:20]=2)=[C:17]([O:22][CH3:26])[C:16]([I:23])=[C:15]([O:24][CH3:25])[CH:14]=3)[CH:6]=[CH:7][C:8]=1[O:9][CH3:10]. The yield is 0.660. (6) The catalyst is CN(C=O)C. The reactants are [OH:1][C:2]([CH3:16])([CH3:15])[CH2:3][O:4][C:5]1[C:12]([CH3:13])=[CH:11][C:8]([C:9]#[N:10])=[CH:7][C:6]=1[CH3:14].N1C=CN=C1.[Si:22](Cl)([C:25]([CH3:28])([CH3:27])[CH3:26])([CH3:24])[CH3:23].O. The yield is 0.540. The product is [Si:22]([O:1][C:2]([CH3:16])([CH3:15])[CH2:3][O:4][C:5]1[C:12]([CH3:13])=[CH:11][C:8]([C:9]#[N:10])=[CH:7][C:6]=1[CH3:14])([C:25]([CH3:28])([CH3:27])[CH3:26])([CH3:24])[CH3:23].